Dataset: Full USPTO retrosynthesis dataset with 1.9M reactions from patents (1976-2016). Task: Predict the reactants needed to synthesize the given product. (1) Given the product [C:50]([NH:49][CH2:48][CH2:47][C:46]1[C:41]([C:40]2[O:24][N:23]=[C:22]([C@@H:10]3[C@:9]([C:4]4[CH:5]=[CH:6][C:7]([F:8])=[C:2]([F:1])[CH:3]=4)([OH:25])[CH2:14][CH2:13][N:12]([C:15]([O:17][C:18]([CH3:21])([CH3:19])[CH3:20])=[O:16])[CH2:11]3)[C:39]=2[Br:38])=[N:42][CH:43]=[CH:44][CH:45]=1)(=[O:52])[CH3:51], predict the reactants needed to synthesize it. The reactants are: [F:1][C:2]1[CH:3]=[C:4]([C@@:9]2([OH:25])[CH2:14][CH2:13][N:12]([C:15]([O:17][C:18]([CH3:21])([CH3:20])[CH3:19])=[O:16])[CH2:11][C@@H:10]2[CH:22]=[N:23][OH:24])[CH:5]=[CH:6][C:7]=1[F:8].CC1C=CC(S(NCl)(=O)=O)=CC=1.[Br:38][C:39]#[C:40][C:41]1[C:46]([CH2:47][CH2:48][NH:49][C:50](=[O:52])[CH3:51])=[CH:45][CH:44]=[CH:43][N:42]=1. (2) Given the product [Cl:28][C:29]1[CH:30]=[C:31]([S:36]([NH:39][C:40]2[C:49]3[C:44](=[CH:45][CH:46]=[CH:47][CH:48]=3)[C:43]([OH:50])=[C:42]([S:51][C:52]3[N:56]([CH3:57])[N:55]=[N:54][N:53]=3)[CH:41]=2)(=[O:38])=[O:37])[CH:32]=[CH:33][C:34]=1[Cl:35].[CH3:57][N:56]1[C:52]([S:51][C:42]2[C:43](=[O:50])[C:44]3[C:49](=[CH:48][CH:47]=[CH:46][CH:45]=3)/[C:40](=[N:39]/[S:36]([C:31]3[CH:32]=[CH:33][C:34]([C:2]4[CH:11]=[CH:6][CH:5]=[CH:4][CH:3]=4)=[CH:29][CH:30]=3)(=[O:38])=[O:37])/[CH:41]=2)=[N:53][N:54]=[N:55]1, predict the reactants needed to synthesize it. The reactants are: O[C:2]1[C:11]2[C:6](=CC=CC=2)[C:5](NS(C2SC=CC=2)(=O)=O)=[CH:4][C:3]=1SC1N(C)N=NN=1.[Cl:28][C:29]1[CH:30]=[C:31]([S:36](/[N:39]=[C:40]2\[CH:41]=[C:42]([S:51][C:52]3[N:56]([CH3:57])[N:55]=[N:54][N:53]=3)[C:43](=[O:50])[C:44]3[C:49]\2=[CH:48][CH:47]=[CH:46][CH:45]=3)(=[O:38])=[O:37])[CH:32]=[CH:33][C:34]=1[Cl:35]. (3) Given the product [Br:1][C:2]1[CH:3]=[C:4]([N:8]2[C:17]3[C:12](=[CH:13][CH:14]=[CH:15][N:16]=3)[C:11](=[O:18])[C:10]([C:19]([OH:21])=[O:20])=[CH:9]2)[CH:5]=[CH:6][CH:7]=1, predict the reactants needed to synthesize it. The reactants are: [Br:1][C:2]1[CH:3]=[C:4]([N:8]2[C:17]3[C:12](=[CH:13][CH:14]=[CH:15][N:16]=3)[C:11](=[O:18])[C:10]([C:19]([O:21]CC)=[O:20])=[CH:9]2)[CH:5]=[CH:6][CH:7]=1.CO.[OH-].[Na+]. (4) Given the product [C:21]([C:18]1[CH:17]=[CH:16][C:15]([C:11]2[CH:12]=[C:13]3[C:8](=[CH:9][CH:10]=2)[N:7]([C:32]2[CH:33]=[CH:34][C:29]([S:26]([CH3:25])(=[O:28])=[O:27])=[CH:30][CH:31]=2)[C:6]([C:4]([OH:3])=[O:5])=[CH:14]3)=[CH:20][CH:19]=1)([CH3:23])([CH3:22])[CH3:24], predict the reactants needed to synthesize it. The reactants are: C([O:3][C:4]([C:6]1[NH:7][C:8]2[C:13]([CH:14]=1)=[CH:12][C:11]([C:15]1[CH:20]=[CH:19][C:18]([C:21]([CH3:24])([CH3:23])[CH3:22])=[CH:17][CH:16]=1)=[CH:10][CH:9]=2)=[O:5])C.[CH3:25][S:26]([C:29]1[CH:34]=[CH:33][C:32](B(O)O)=[CH:31][CH:30]=1)(=[O:28])=[O:27]. (5) The reactants are: [Cl:1][C:2]1[CH:7]=[CH:6][C:5]([N+:8]([O-:10])=[O:9])=[C:4](F)[CH:3]=1.[NH:12]1[C:16]([C:17]([O:19][CH3:20])=[O:18])=[C:15]([C:21]([O:23][CH3:24])=[O:22])[N:14]=[CH:13]1.C([O-])([O-])=O.[Cs+].[Cs+].CN(C=O)C. Given the product [Cl:1][C:2]1[CH:7]=[CH:6][C:5]([N+:8]([O-:10])=[O:9])=[C:4]([N:12]2[C:16]([C:17]([O:19][CH3:20])=[O:18])=[C:15]([C:21]([O:23][CH3:24])=[O:22])[N:14]=[CH:13]2)[CH:3]=1, predict the reactants needed to synthesize it. (6) Given the product [N:11]1([C:12]([O:13][C:14]2[C:18]([CH3:19])=[C:17]([NH2:20])[N:16]([C:21]3[CH:22]=[CH:23][CH:24]=[CH:25][CH:26]=3)[N:15]=2)=[O:27])[CH2:10][CH2:5][O:4][CH2:3][CH2:28]1, predict the reactants needed to synthesize it. The reactants are: N1(C(Cl)=O)C[CH2:5][O:4][CH2:3]C1.[CH3:10][N:11]([CH3:28])[C:12](=[O:27])[O:13][C:14]1[C:18]([CH3:19])=[C:17]([NH2:20])[N:16]([C:21]2[CH:26]=[CH:25][CH:24]=[CH:23][CH:22]=2)[N:15]=1. (7) Given the product [C:1]([O:5][C:6]([N:8]1[CH2:13][CH2:12][CH:11]([C:14]2[CH:19]=[CH:18][C:17]([CH2:20][N:36]3[CH2:41][CH2:40][O:39][CH2:38][CH2:37]3)=[CH:16][CH:15]=2)[CH2:10][CH2:9]1)=[O:7])([CH3:4])([CH3:3])[CH3:2], predict the reactants needed to synthesize it. The reactants are: [C:1]([O:5][C:6]([N:8]1[CH2:13][CH2:12][CH:11]([C:14]2[CH:19]=[CH:18][C:17]([CH2:20]O)=[CH:16][CH:15]=2)[CH2:10][CH2:9]1)=[O:7])([CH3:4])([CH3:3])[CH3:2].CCN(C(C)C)C(C)C.CS(Cl)(=O)=O.[NH:36]1[CH2:41][CH2:40][O:39][CH2:38][CH2:37]1. (8) Given the product [CH3:5][O:4][N:3]([CH3:2])[C:19]([CH:16]1[CH2:17][CH2:18][O:13][CH2:14][CH2:15]1)=[O:20], predict the reactants needed to synthesize it. The reactants are: Cl.[CH3:2][NH:3][O:4][CH3:5].CN1CCOCC1.[O:13]1[CH2:18][CH2:17][CH:16]([C:19](Cl)=[O:20])[CH2:15][CH2:14]1. (9) Given the product [Br:9][C:10]1[CH:11]=[C:7]2[C:13](=[CH:14][CH:21]=1)[N:18]=[C:17]([CH3:19])[C:5]([S:2]([CH3:1])(=[O:4])=[O:3])=[C:6]2[OH:8], predict the reactants needed to synthesize it. The reactants are: [CH3:1][S:2]([CH2:5][C:6](=[O:8])[CH3:7])(=[O:4])=[O:3].[Br:9][C:10]1[CH:11]=C[C:13]2[N:18]=[C:17]([CH3:19])OC(=O)[C:14]=2[CH:21]=1.Cl. (10) Given the product [CH3:22][N:23]1[C:27]([C:2]2[CH:21]=[CH:20][C:5]([O:6][CH2:7][C@H:8]3[O:19][C:11]4=[N:12][C:13]5[CH:18]=[CH:17][CH:16]=[CH:15][C:14]=5[N:10]4[CH2:9]3)=[CH:4][CH:3]=2)=[CH:26][CH:25]=[N:24]1, predict the reactants needed to synthesize it. The reactants are: Br[C:2]1[CH:21]=[CH:20][C:5]([O:6][CH2:7][C@H:8]2[O:19][C:11]3=[N:12][C:13]4[CH:18]=[CH:17][CH:16]=[CH:15][C:14]=4[N:10]3[CH2:9]2)=[CH:4][CH:3]=1.[CH3:22][N:23]1[C:27](B2OC(C)(C)C(C)(C)O2)=[CH:26][CH:25]=[N:24]1.C(=O)([O-])[O-].[Na+].[Na+].